Dataset: Peptide-MHC class II binding affinity with 134,281 pairs from IEDB. Task: Regression. Given a peptide amino acid sequence and an MHC pseudo amino acid sequence, predict their binding affinity value. This is MHC class II binding data. (1) The peptide sequence is FPTIPLSRLFDNAML. The MHC is DRB5_0101 with pseudo-sequence DRB5_0101. The binding affinity (normalized) is 0.199. (2) The peptide sequence is IVLNHMTGAQSGKGT. The MHC is HLA-DQA10501-DQB10201 with pseudo-sequence HLA-DQA10501-DQB10201. The binding affinity (normalized) is 0.0479. (3) The peptide sequence is EVVAATPTSLLISWG. The MHC is DRB3_0101 with pseudo-sequence DRB3_0101. The binding affinity (normalized) is 0.414. (4) The peptide sequence is ADATAGTTVYGAFAA. The MHC is HLA-DPA10103-DPB10401 with pseudo-sequence HLA-DPA10103-DPB10401. The binding affinity (normalized) is 0.165. (5) The peptide sequence is WAVKPKAVRQIEDQL. The MHC is DRB1_0401 with pseudo-sequence DRB1_0401. The binding affinity (normalized) is 0.408. (6) The peptide sequence is IFSGNMNIKLKMPMY. The MHC is DRB5_0101 with pseudo-sequence DRB5_0101. The binding affinity (normalized) is 0.225.